From a dataset of Full USPTO retrosynthesis dataset with 1.9M reactions from patents (1976-2016). Predict the reactants needed to synthesize the given product. Given the product [Cl:17][CH2:18][C:19]([NH:1][C:2]1[CH:9]=[CH:8][C:5]([C:6]#[N:7])=[CH:4][CH:3]=1)=[O:20], predict the reactants needed to synthesize it. The reactants are: [NH2:1][C:2]1[CH:9]=[CH:8][C:5]([C:6]#[N:7])=[CH:4][CH:3]=1.C(N(CC)CC)C.[Cl:17][CH2:18][C:19](Cl)=[O:20].